Dataset: Full USPTO retrosynthesis dataset with 1.9M reactions from patents (1976-2016). Task: Predict the reactants needed to synthesize the given product. (1) Given the product [Cl:7][C:6]1[S:5][C:4]([S:8]([NH:11][C:12]2[CH:20]=[CH:19][C:15]([C:16]([OH:18])=[O:17])=[C:14]([OH:21])[CH:13]=2)(=[O:10])=[O:9])=[CH:3][C:2]=1[C:27]1[CH:26]=[CH:25][CH:24]=[C:23]([F:22])[CH:28]=1, predict the reactants needed to synthesize it. The reactants are: Br[C:2]1[CH:3]=[C:4]([S:8]([NH:11][C:12]2[CH:20]=[CH:19][C:15]([C:16]([OH:18])=[O:17])=[C:14]([OH:21])[CH:13]=2)(=[O:10])=[O:9])[S:5][C:6]=1[Cl:7].[F:22][C:23]1[CH:24]=[C:25](B(O)O)[CH:26]=[CH:27][CH:28]=1.C(=O)([O-])[O-].[Na+].[Na+].C(Cl)Cl.Cl. (2) Given the product [NH:20]1[CH2:21][CH2:22][CH:17]([NH:16][C:12]2[N:11]=[C:10]([C:3]3[C:4]4[C:5](=[N:6][CH:7]=[CH:8][CH:9]=4)[NH:1][CH:2]=3)[CH:15]=[CH:14][N:13]=2)[CH2:18][CH2:19]1, predict the reactants needed to synthesize it. The reactants are: [NH:1]1[C:5]2=[N:6][CH:7]=[CH:8][CH:9]=[C:4]2[C:3]([C:10]2[CH:15]=[CH:14][N:13]=[C:12]([NH:16][CH:17]3[CH2:22][CH2:21][N:20](C(=O)C)[CH2:19][CH2:18]3)[N:11]=2)=[CH:2]1.[OH-].[Na+]. (3) Given the product [F:12][C:11]1[CH:10]=[CH:9][C:8]([O:13][C:14]([F:15])([F:16])[F:17])=[C:7]2[C:6]=1[NH:5][CH:19]=[CH:18]2, predict the reactants needed to synthesize it. The reactants are: C(OC(=O)[NH:5][C:6]1[C:11]([F:12])=[CH:10][CH:9]=[C:8]([O:13][C:14]([F:17])([F:16])[F:15])[C:7]=1[C:18]#[C:19][Si](C)(C)C)C.[OH-].[K+]. (4) Given the product [OH:13][C:9]1[C:8]2[O:2][CH2:3][CH2:4][N:5]([C:22]([O:24][C:25]([CH3:28])([CH3:27])[CH3:26])=[O:21])[CH2:6][C:7]=2[CH:12]=[CH:11][CH:10]=1, predict the reactants needed to synthesize it. The reactants are: Br.[O:2]1[C:8]2[C:9]([OH:13])=[CH:10][CH:11]=[CH:12][C:7]=2[CH2:6][NH:5][CH2:4][CH2:3]1.C(N(CC)CC)C.[O:21](C(OC(C)(C)C)=O)[C:22]([O:24][C:25]([CH3:28])([CH3:27])[CH3:26])=O. (5) Given the product [OH:8][CH2:7][C:6]1[CH:9]=[CH:10][C:3]([CH2:2][N:11]2[CH:15]=[CH:14][CH:13]=[N:12]2)=[CH:4][CH:5]=1, predict the reactants needed to synthesize it. The reactants are: Cl[CH2:2][C:3]1[CH:10]=[CH:9][C:6]([CH2:7][OH:8])=[CH:5][CH:4]=1.[NH:11]1[CH:15]=[CH:14][CH:13]=[N:12]1.C([O-])([O-])=O.[K+].[K+].